This data is from Catalyst prediction with 721,799 reactions and 888 catalyst types from USPTO. The task is: Predict which catalyst facilitates the given reaction. Reactant: [OH:1][C:2]1[CH:3]=[C:4]([C:8]2[N:9]=[C:10]([N:26]3[CH2:31][CH2:30][O:29][CH2:28][CH2:27]3)[C:11]3[N:16]=[N:15][N:14]([C:17]4[CH:18]=[C:19]([CH:23]=[CH:24][CH:25]=4)[C:20](O)=[O:21])[C:12]=3[N:13]=2)[CH:5]=[CH:6][CH:7]=1.[NH3:32]. Product: [OH:1][C:2]1[CH:3]=[C:4]([C:8]2[N:9]=[C:10]([N:26]3[CH2:27][CH2:28][O:29][CH2:30][CH2:31]3)[C:11]3[N:16]=[N:15][N:14]([C:17]4[CH:18]=[C:19]([CH:23]=[CH:24][CH:25]=4)[C:20]([NH2:32])=[O:21])[C:12]=3[N:13]=2)[CH:5]=[CH:6][CH:7]=1. The catalyst class is: 794.